This data is from hERG Central: cardiac toxicity at 1µM, 10µM, and general inhibition. The task is: Predict hERG channel inhibition at various concentrations. The molecule is CN(C)S(=O)(=O)N1CCN(CC(=O)Nc2cc(Cl)ccc2Cl)CC1. Results: hERG_inhib (hERG inhibition (general)): blocker.